This data is from Reaction yield outcomes from USPTO patents with 853,638 reactions. The task is: Predict the reaction yield, written as a fraction of the theoretical maximum amount of product (1.0 means a 100% yield; for example, 0.34 means a 34% yield). (1) The reactants are [CH3:1][C:2]1[CH:7]=[CH:6][C:5]([C:8](=O)[CH2:9][O:10][C:11]2[CH:16]=[C:15]([CH3:17])[CH:14]=[C:13]([CH3:18])[C:12]=2[CH3:19])=[CH:4][CH:3]=1. The catalyst is O. The product is [CH3:17][C:15]1[C:16]2[C:8]([C:5]3[CH:6]=[CH:7][C:2]([CH3:1])=[CH:3][CH:4]=3)=[CH:9][O:10][C:11]=2[C:12]([CH3:19])=[C:13]([CH3:18])[CH:14]=1. The yield is 0.830. (2) The yield is 0.770. The reactants are [CH2:1]1[NH:6][CH2:5][CH2:4][N:3]2[C@@H:7]([CH2:10][OH:11])[CH2:8][CH2:9][C@@H:2]12.Cl[C:13]1[C:14]([C:19]#[N:20])=[N:15][CH:16]=[CH:17][N:18]=1.CCN(CC)CC. The product is [OH:11][CH2:10][C@@H:7]1[N:3]2[CH2:4][CH2:5][N:6]([C:13]3[C:14]([C:19]#[N:20])=[N:15][CH:16]=[CH:17][N:18]=3)[CH2:1][C@@H:2]2[CH2:9][CH2:8]1. The catalyst is C1COCC1. (3) The reactants are [C:1]1(=[O:14])[C:6]2=[CH:7][C:8]3[CH2:9][CH2:10][CH2:11][CH2:12][C:13]=3[N:5]2[CH2:4][CH2:3][NH:2]1.[Br:15]N1C(=O)CCC1=O. The catalyst is CN(C)C=O.O. The product is [Br:15][C:7]1[C:8]2[CH2:9][CH2:10][CH2:11][CH2:12][C:13]=2[N:5]2[CH2:4][CH2:3][NH:2][C:1](=[O:14])[C:6]=12. The yield is 0.710. (4) The reactants are OS(O)(=O)=O.[I:6][C:7]1[CH:13]=[C:12]([N+:14]([O-:16])=[O:15])[CH:11]=[C:10]([I:17])[C:8]=1N.NC1C=CC=CC=1.N([O-])=O.[Na+]. The catalyst is CCO. The product is [I:6][C:7]1[CH:13]=[C:12]([N+:14]([O-:16])=[O:15])[CH:11]=[C:10]([I:17])[CH:8]=1. The yield is 0.670. (5) The reactants are [CH3:1][C:2]1[O:6][N:5]=[C:4]([C:7]2[CH:12]=[CH:11][CH:10]=[CH:9][CH:8]=2)[C:3]=1[CH2:13][O:14][C:15]1[CH:23]=[CH:22][C:18]([C:19]([OH:21])=O)=[CH:17][N:16]=1.[C:24]([NH:31][CH2:32][CH2:33][NH2:34])([O:26][C:27]([CH3:30])([CH3:29])[CH3:28])=[O:25]. No catalyst specified. The product is [C:27]([O:26][C:24](=[O:25])[NH:31][CH2:32][CH2:33][NH:34][C:19]([C:18]1[CH:17]=[N:16][C:15]([O:14][CH2:13][C:3]2[C:4]([C:7]3[CH:8]=[CH:9][CH:10]=[CH:11][CH:12]=3)=[N:5][O:6][C:2]=2[CH3:1])=[CH:23][CH:22]=1)=[O:21])([CH3:30])([CH3:28])[CH3:29]. The yield is 0.900. (6) The catalyst is C1COCC1.O.C1C=CC(/C=C/C(/C=C/C2C=CC=CC=2)=O)=CC=1.C1C=CC(/C=C/C(/C=C/C2C=CC=CC=2)=O)=CC=1.C1C=CC(/C=C/C(/C=C/C2C=CC=CC=2)=O)=CC=1.[Pd].[Pd]. The reactants are [CH2:1]([CH:9]([CH2:16][CH2:17][CH2:18][CH2:19][CH2:20][CH2:21][CH2:22][CH2:23][CH2:24][CH3:25])[CH2:10][C:11]1[CH:15]=[CH:14][S:13][CH:12]=1)[CH2:2][CH2:3][CH2:4][CH2:5][CH2:6][CH2:7][CH3:8].C([N-]C(C)C)(C)C.[Li+].C([Sn](Cl)(CCCC)CCCC)CCC.[F-].[K+].C([Sn](CCCC)(CCCC)[C:55]1[S:56][CH:57]=[C:58]([CH2:60][CH:61]([CH2:72][CH2:73][CH2:74][CH2:75][CH2:76][CH2:77][CH2:78][CH3:79])[CH2:62][CH2:63][CH2:64][CH2:65][CH2:66][CH2:67][CH2:68][CH2:69][CH2:70][CH3:71])[CH:59]=1)CCC.Br[C:89]1[C:97]2[C:93](=[N:94][S:95][N:96]=2)[C:92](Br)=[C:91]([F:99])[C:90]=1[F:100].CC1C=CC=CC=1P(C1C=CC=CC=1C)C1C=CC=CC=1C. The product is [F:99][C:91]1[C:90]([F:100])=[C:89]([C:14]2[S:13][CH:12]=[C:11]([CH2:10][CH:9]([CH2:1][CH2:2][CH2:3][CH2:4][CH2:5][CH2:6][CH2:7][CH3:8])[CH2:16][CH2:17][CH2:18][CH2:19][CH2:20][CH2:21][CH2:22][CH2:23][CH2:24][CH3:25])[CH:15]=2)[C:97]2=[N:96][S:95][N:94]=[C:93]2[C:92]=1[C:55]1[S:56][CH:57]=[C:58]([CH2:60][CH:61]([CH2:72][CH2:73][CH2:74][CH2:75][CH2:76][CH2:77][CH2:78][CH3:79])[CH2:62][CH2:63][CH2:64][CH2:65][CH2:66][CH2:67][CH2:68][CH2:69][CH2:70][CH3:71])[CH:59]=1. The yield is 0.730. (7) The reactants are C[Si](Cl)(C)C.[I-].[Na+].[Si:8]([O:15][CH:16]1[CH2:21][CH2:20][N:19]([C:22]2[N:27]=[C:26]([NH:28][C:29]3[C:30]([O:35]C)=[N:31][CH:32]=[CH:33][CH:34]=3)[N:25]=[C:24]([NH:37][C@H:38]([C:40]3[CH:45]=[CH:44][C:43]([F:46])=[CH:42][N:41]=3)[CH3:39])[CH:23]=2)[CH2:18][CH2:17]1)([C:11]([CH3:14])([CH3:13])[CH3:12])([CH3:10])[CH3:9].O. The catalyst is C(#N)C. The product is [Si:8]([O:15][CH:16]1[CH2:21][CH2:20][N:19]([C:22]2[CH:23]=[C:24]([NH:37][C@H:38]([C:40]3[CH:45]=[CH:44][C:43]([F:46])=[CH:42][N:41]=3)[CH3:39])[N:25]=[C:26]([NH:28][C:29]3[C:30](=[O:35])[NH:31][CH:32]=[CH:33][CH:34]=3)[N:27]=2)[CH2:18][CH2:17]1)([C:11]([CH3:14])([CH3:12])[CH3:13])([CH3:10])[CH3:9]. The yield is 1.00.